From a dataset of Full USPTO retrosynthesis dataset with 1.9M reactions from patents (1976-2016). Predict the reactants needed to synthesize the given product. Given the product [CH3:1][O:2][C:3]1[CH:8]=[CH:7][C:6]([C:9]2[C:10]([CH3:16])=[CH:11][C:12](=[O:15])[NH:13][N:14]=2)=[CH:5][CH:4]=1, predict the reactants needed to synthesize it. The reactants are: [CH3:1][O:2][C:3]1[CH:8]=[CH:7][C:6]([C:9]2[CH:10]([CH3:16])[CH2:11][C:12](=[O:15])[NH:13][N:14]=2)=[CH:5][CH:4]=1.[N+](C1C=C(S([O-])(=O)=O)C=CC=1)([O-])=O.[Na+].Cl.